This data is from Full USPTO retrosynthesis dataset with 1.9M reactions from patents (1976-2016). The task is: Predict the reactants needed to synthesize the given product. Given the product [N:1]1([C:6]2[N:11]=[C:10]([NH:12][CH2:13][CH2:14][NH:15][C:16]3[C:17](=[O:23])[C:18](=[O:22])[C:19]=3[N:29]3[CH2:34][CH2:33][O:32][CH2:31][CH2:30]3)[CH:9]=[C:8]([N:24]3[CH2:28][CH2:27][CH2:26][CH2:25]3)[N:7]=2)[CH2:2][CH2:3][CH2:4][CH2:5]1, predict the reactants needed to synthesize it. The reactants are: [N:1]1([C:6]2[N:11]=[C:10]([NH:12][CH2:13][CH2:14][NH:15][C:16]3[C:17](=[O:23])[C:18](=[O:22])[C:19]=3OC)[CH:9]=[C:8]([N:24]3[CH2:28][CH2:27][CH2:26][CH2:25]3)[N:7]=2)[CH2:5][CH2:4][CH2:3][CH2:2]1.[NH:29]1[CH2:34][CH2:33][O:32][CH2:31][CH2:30]1.